This data is from Full USPTO retrosynthesis dataset with 1.9M reactions from patents (1976-2016). The task is: Predict the reactants needed to synthesize the given product. Given the product [CH3:22][C:21]1[C:16]([N:13]2[CH2:14][CH2:15][N:10]([C:8]([C:5]3[N:6]=[N:7][C:2]([N:27]4[C@H:26]([CH2:24][CH3:25])[CH2:30][O:29][C:28]4=[O:31])=[CH:3][CH:4]=3)=[O:9])[CH2:11][CH2:12]2)=[N:17][CH:18]=[C:19]([CH3:23])[CH:20]=1, predict the reactants needed to synthesize it. The reactants are: Cl[C:2]1[N:7]=[N:6][C:5]([C:8]([N:10]2[CH2:15][CH2:14][N:13]([C:16]3[C:21]([CH3:22])=[CH:20][C:19]([CH3:23])=[CH:18][N:17]=3)[CH2:12][CH2:11]2)=[O:9])=[CH:4][CH:3]=1.[CH2:24]([C@@H:26]1[CH2:30][O:29][C:28](=[O:31])[NH:27]1)[CH3:25].